Predict the product of the given reaction. From a dataset of Forward reaction prediction with 1.9M reactions from USPTO patents (1976-2016). (1) Given the reactants [N:1](=[C:3]1[CH2:8][CH2:7][C@H:6]2[C@H:9]3[C@H:19]([CH2:20][CH2:21][C@:4]12[CH3:5])[C@:17]1([CH3:18])[C:12]([CH2:13][C@@H:14]([OH:22])[CH2:15][CH2:16]1)=[CH:11][CH2:10]3)[OH:2].C1(N=C=NC2CCCCC2)CCCCC1.[C:38](O)(=[O:45])[C:39]1[CH:44]=[CH:43][CH:42]=[CH:41][CH:40]=1, predict the reaction product. The product is: [C:38]([O:22][C@H:14]1[CH2:15][CH2:16][C@@:17]2([CH3:18])[C:12](=[CH:11][CH2:10][C@@H:9]3[C@@H:19]2[CH2:20][CH2:21][C@@:4]2([CH3:5])[C@H:6]3[CH2:7][CH2:8][C:3]2=[N:1][OH:2])[CH2:13]1)(=[O:45])[C:39]1[CH:44]=[CH:43][CH:42]=[CH:41][CH:40]=1. (2) Given the reactants [CH3:1][C:2]1[C:19]([CH2:20][C:21]2[CH:26]=[CH:25][CH:24]=[C:23]([C:27]([F:30])([F:29])[F:28])[C:22]=2[CH3:31])=[C:5]2[N:6]=[C:7]([N:13]3[CH2:18][CH2:17][O:16][CH2:15][CH2:14]3)[CH:8]=[C:9]([C:10]([NH2:12])=O)[N:4]2[N:3]=1.COC(OC)[N:35]([CH3:37])C.O.[NH2:41]N.[OH-].[Na+].Cl, predict the reaction product. The product is: [CH3:1][C:2]1[C:19]([CH2:20][C:21]2[CH:26]=[CH:25][CH:24]=[C:23]([C:27]([F:30])([F:28])[F:29])[C:22]=2[CH3:31])=[C:5]2[N:6]=[C:7]([N:13]3[CH2:18][CH2:17][O:16][CH2:15][CH2:14]3)[CH:8]=[C:9]([C:10]3[N:12]=[CH:37][NH:35][N:41]=3)[N:4]2[N:3]=1.